From a dataset of NCI-60 drug combinations with 297,098 pairs across 59 cell lines. Regression. Given two drug SMILES strings and cell line genomic features, predict the synergy score measuring deviation from expected non-interaction effect. (1) Drug 2: CCC1=C2CN3C(=CC4=C(C3=O)COC(=O)C4(CC)O)C2=NC5=C1C=C(C=C5)O. Drug 1: CCCCCOC(=O)NC1=NC(=O)N(C=C1F)C2C(C(C(O2)C)O)O. Cell line: HL-60(TB). Synergy scores: CSS=47.0, Synergy_ZIP=24.6, Synergy_Bliss=17.0, Synergy_Loewe=-46.8, Synergy_HSA=-11.5. (2) Drug 1: C1CCC(C1)C(CC#N)N2C=C(C=N2)C3=C4C=CNC4=NC=N3. Drug 2: C1CCC(C(C1)N)N.C(=O)(C(=O)[O-])[O-].[Pt+4]. Cell line: SK-MEL-2. Synergy scores: CSS=5.08, Synergy_ZIP=3.62, Synergy_Bliss=10.1, Synergy_Loewe=5.15, Synergy_HSA=4.20. (3) Drug 1: C1CNP(=O)(OC1)N(CCCl)CCCl. Drug 2: B(C(CC(C)C)NC(=O)C(CC1=CC=CC=C1)NC(=O)C2=NC=CN=C2)(O)O. Cell line: M14. Synergy scores: CSS=22.5, Synergy_ZIP=-0.826, Synergy_Bliss=-1.87, Synergy_Loewe=-39.5, Synergy_HSA=-0.335. (4) Drug 1: CC1CCC2CC(C(=CC=CC=CC(CC(C(=O)C(C(C(=CC(C(=O)CC(OC(=O)C3CCCCN3C(=O)C(=O)C1(O2)O)C(C)CC4CCC(C(C4)OC)O)C)C)O)OC)C)C)C)OC. Drug 2: CC12CCC3C(C1CCC2OP(=O)(O)O)CCC4=C3C=CC(=C4)OC(=O)N(CCCl)CCCl.[Na+]. Cell line: NCI-H226. Synergy scores: CSS=26.2, Synergy_ZIP=-4.54, Synergy_Bliss=3.05, Synergy_Loewe=-2.16, Synergy_HSA=0.992.